Dataset: Catalyst prediction with 721,799 reactions and 888 catalyst types from USPTO. Task: Predict which catalyst facilitates the given reaction. (1) Reactant: [NH2:1][CH:2]([C:6]([C:9]1[C:17]2[C:12](=[N:13][CH:14]=[CH:15][CH:16]=2)[N:11]([CH2:18][C:19]2[CH:24]=[CH:23][C:22]([F:25])=[CH:21][CH:20]=2)[CH:10]=1)([CH3:8])[CH3:7])[C:3]([OH:5])=[O:4].[CH2:26]=O. Product: [F:25][C:22]1[CH:21]=[CH:20][C:19]([CH2:18][N:11]2[C:10]3[CH2:26][NH:1][CH:2]([C:3]([OH:5])=[O:4])[C:6]([CH3:8])([CH3:7])[C:9]=3[C:17]3[C:12]2=[N:13][CH:14]=[CH:15][CH:16]=3)=[CH:24][CH:23]=1. The catalyst class is: 15. (2) Reactant: [Cl:1][C:2]1[CH:3]=[CH:4][C:5]2[O:9][C:8]([CH2:10]O)=[C:7]([CH3:12])[C:6]=2[C:13]=1[O:14][CH3:15].P(Br)(Br)[Br:17]. Product: [Br:17][CH2:10][C:8]1[O:9][C:5]2[CH:4]=[CH:3][C:2]([Cl:1])=[C:13]([O:14][CH3:15])[C:6]=2[C:7]=1[CH3:12]. The catalyst class is: 272. (3) Reactant: [NH2:1][C:2]1[C:3](Cl)=[N:4][CH:5]=[N:6][C:7]=1[Cl:8].CCN(CC)CC.[CH2:17](N)[CH2:18][CH2:19][CH3:20]. Product: [Cl:8][C:7]1[N:6]=[CH:5][N:4]=[C:3]([CH2:17][CH2:18][CH2:19][CH3:20])[C:2]=1[NH2:1]. The catalyst class is: 114. (4) Reactant: Cl[C:2]1[N:7]=[C:6]([CH3:8])[C:5]([N+:9]([O-:11])=[O:10])=[CH:4][CH:3]=1.[N:12]1([C:18]([O:20][C:21]([CH3:24])([CH3:23])[CH3:22])=[O:19])[CH2:17][CH2:16][NH:15][CH2:14][CH2:13]1.C(N(CC)CC)C.O. Product: [C:21]([O:20][C:18]([N:12]1[CH2:17][CH2:16][N:15]([C:2]2[CH:3]=[CH:4][C:5]([N+:9]([O-:11])=[O:10])=[C:6]([CH3:8])[N:7]=2)[CH2:14][CH2:13]1)=[O:19])([CH3:24])([CH3:22])[CH3:23]. The catalyst class is: 114. (5) Reactant: [Cl-].Cl[C:3](Cl)=[N+:4]([CH3:6])[CH3:5].[CH2:8]([N:13]1[C:21]2[N:20]=[CH:19][NH:18][C:17]=2[C:16](=[O:22])[NH:15]/[C:14]/1=[N:23]/[NH2:24])[CH2:9][CH2:10][CH2:11][CH3:12]. Product: [CH3:5][N:4]([CH3:6])[C:3]1[N:15]2[C:16](=[O:22])[C:17]3[NH:18][CH:19]=[N:20][C:21]=3[N:13]([CH2:8][CH2:9][CH2:10][CH2:11][CH3:12])[C:14]2=[N:23][N:24]=1. The catalyst class is: 2. (6) Reactant: [OH-].[K+].[F:3][C:4]1[CH:9]=[CH:8][CH:7]=[CH:6][C:5]=1[NH:10][C:11]1[C:19]2[C:14](=[CH:15][CH:16]=[CH:17][CH:18]=2)[N:13](C(OCC)=O)[N:12]=1.C(O)(=O)C. Product: [F:3][C:4]1[CH:9]=[CH:8][CH:7]=[CH:6][C:5]=1[NH:10][C:11]1[C:19]2[C:14](=[CH:15][CH:16]=[CH:17][CH:18]=2)[NH:13][N:12]=1. The catalyst class is: 8.